From a dataset of Forward reaction prediction with 1.9M reactions from USPTO patents (1976-2016). Predict the product of the given reaction. Given the reactants B(Br)(Br)Br.C[O:6][C:7]1[CH:15]=[C:14]2[C:10]([CH:11]=[C:12]([C:16]([O:18]C)=[O:17])[NH:13]2)=[CH:9][CH:8]=1.Cl, predict the reaction product. The product is: [OH:6][C:7]1[CH:15]=[C:14]2[C:10]([CH:11]=[C:12]([C:16]([OH:18])=[O:17])[NH:13]2)=[CH:9][CH:8]=1.